This data is from Full USPTO retrosynthesis dataset with 1.9M reactions from patents (1976-2016). The task is: Predict the reactants needed to synthesize the given product. (1) Given the product [CH2:22]([NH:24][C:25]([NH:1][CH2:2][CH:3]([NH:14][C:15](=[O:21])[O:16][C:17]([CH3:18])([CH3:20])[CH3:19])[C:4]1[CH:9]=[CH:8][CH:7]=[C:6]([C:10]([F:13])([F:12])[F:11])[CH:5]=1)=[O:26])[CH3:23], predict the reactants needed to synthesize it. The reactants are: [NH2:1][CH2:2][CH:3]([NH:14][C:15](=[O:21])[O:16][C:17]([CH3:20])([CH3:19])[CH3:18])[C:4]1[CH:9]=[CH:8][CH:7]=[C:6]([C:10]([F:13])([F:12])[F:11])[CH:5]=1.[CH2:22]([N:24]=[C:25]=[O:26])[CH3:23]. (2) Given the product [N+:1]([C:4]1[CH:5]=[CH:6][CH:7]=[C:8]2[C:12]=1[NH:11][C:10]([C:13]([NH:61][CH2:60][CH2:59][S:58][C:39]([C:46]1[CH:51]=[CH:50][CH:49]=[CH:48][CH:47]=1)([C:40]1[CH:41]=[CH:42][CH:43]=[CH:44][CH:45]=1)[C:52]1[CH:57]=[CH:56][CH:55]=[CH:54][CH:53]=1)=[O:15])=[CH:9]2)([O-:3])=[O:2], predict the reactants needed to synthesize it. The reactants are: [N+:1]([C:4]1[CH:5]=[CH:6][CH:7]=[C:8]2[C:12]=1[NH:11][C:10]([C:13]([OH:15])=O)=[CH:9]2)([O-:3])=[O:2].N1(O)C2C=CC=CC=2N=N1.Cl.CN(C)CCCN=C=NCC.Cl.[C:39]([S:58][CH2:59][CH2:60][NH2:61])([C:52]1[CH:57]=[CH:56][CH:55]=[CH:54][CH:53]=1)([C:46]1[CH:51]=[CH:50][CH:49]=[CH:48][CH:47]=1)[C:40]1[CH:45]=[CH:44][CH:43]=[CH:42][CH:41]=1.